Task: Predict which catalyst facilitates the given reaction.. Dataset: Catalyst prediction with 721,799 reactions and 888 catalyst types from USPTO (1) Reactant: [C:1]([Cl:5])(Cl)(Cl)[Cl:2].C1(P(C2C=CC=CC=2)C2C=CC=CC=2)C=CC=CC=1.[Cl:25][C:26]1[C:31]([O:32][C:33]2[CH:38]=[CH:37][CH:36]=[CH:35][C:34]=2[O:39][CH3:40])=[CH:30][C:29]([C:41](=O)[C:42]([O:44][CH2:45][CH3:46])=[O:43])=[C:28]([F:48])[CH:27]=1. Product: [Cl:2][C:1]([Cl:5])=[C:41]([C:29]1[CH:30]=[C:31]([O:32][C:33]2[CH:38]=[CH:37][CH:36]=[CH:35][C:34]=2[O:39][CH3:40])[C:26]([Cl:25])=[CH:27][C:28]=1[F:48])[C:42]([O:44][CH2:45][CH3:46])=[O:43]. The catalyst class is: 4. (2) Reactant: [O:1]=[C:2]1[C:7]([CH2:8][C:9]2[CH:14]=[CH:13][C:12]([C:15]3[C:16]([C:21]#[N:22])=[CH:17][CH:18]=[CH:19][CH:20]=3)=[CH:11][CH:10]=2)=[C:6]([CH2:23][CH2:24][CH3:25])[N:5]2[N:26]=[CH:27][N:28]=[C:4]2[N:3]1[C@H:29]1[CH2:34][CH2:33][C@H:32]([O:35][CH2:36][CH:37]=[O:38])[CH2:31][CH2:30]1.[CH3:39][Mg]Br.O1CCCC1. Product: [OH:38][CH:37]([CH3:39])[CH2:36][O:35][C@H:32]1[CH2:31][CH2:30][C@H:29]([N:3]2[C:2](=[O:1])[C:7]([CH2:8][C:9]3[CH:14]=[CH:13][C:12]([C:15]4[C:16]([C:21]#[N:22])=[CH:17][CH:18]=[CH:19][CH:20]=4)=[CH:11][CH:10]=3)=[C:6]([CH2:23][CH2:24][CH3:25])[N:5]3[N:26]=[CH:27][N:28]=[C:4]23)[CH2:34][CH2:33]1. The catalyst class is: 627. (3) Reactant: Br[C:2]1[CH:3]=[C:4]([C:7]([O:9][CH3:10])=[O:8])[O:5][CH:6]=1.C([O-])([O-])=O.[Na+].[Na+].[CH2:17]([N:19]1[C:23](B2OC(C)(C)C(C)(C)O2)=[CH:22][CH:21]=[N:20]1)[CH3:18]. Product: [CH2:17]([N:19]1[C:23]([C:2]2[CH:3]=[C:4]([C:7]([O:9][CH3:10])=[O:8])[O:5][CH:6]=2)=[CH:22][CH:21]=[N:20]1)[CH3:18]. The catalyst class is: 450. (4) Reactant: Cl.Cl.[C:3]1([NH2:10])[CH:8]=[CH:7][CH:6]=[CH:5][C:4]=1[NH2:9].C(N(CC)CC)C.[C:18](Cl)(=[O:27])[C:19]1[CH:24]=[CH:23][C:22]([O:25][CH3:26])=[CH:21][CH:20]=1. Product: [NH2:9][C:4]1[CH:5]=[CH:6][CH:7]=[CH:8][C:3]=1[NH:10][C:18](=[O:27])[C:19]1[CH:24]=[CH:23][C:22]([O:25][CH3:26])=[CH:21][CH:20]=1. The catalyst class is: 172.